This data is from Reaction yield outcomes from USPTO patents with 853,638 reactions. The task is: Predict the reaction yield, written as a fraction of the theoretical maximum amount of product (1.0 means a 100% yield; for example, 0.34 means a 34% yield). (1) The product is [NH:40]1[CH2:43][CH:42]([C:2]2[CH:3]=[CH:4][C:5]3[C:11]4[S:12][C:13]([C:15]5[N:19]([C:20]6[CH:25]=[CH:24][C:23]([F:26])=[CH:22][C:21]=6[F:27])[N:18]=[CH:17][N:16]=5)=[CH:14][C:10]=4[CH2:9][CH2:8][O:7][C:6]=3[CH:28]=2)[CH2:41]1. The reactants are Br[C:2]1[CH:3]=[CH:4][C:5]2[C:11]3[S:12][C:13]([C:15]4[N:19]([C:20]5[CH:25]=[CH:24][C:23]([F:26])=[CH:22][C:21]=5[F:27])[N:18]=[CH:17][N:16]=4)=[CH:14][C:10]=3[CH2:9][CH2:8][O:7][C:6]=2[CH:28]=1.ClCCl.[I-].C(OC([N:40]1[CH2:43][CH:42]([Zn+])[CH2:41]1)=O)(C)(C)C.Cl. The catalyst is CN(C)C(=O)C.[Cu]I. The yield is 0.0700. (2) The reactants are [ClH:1].[CH:2]1([C:5](=[O:34])[CH:6]([N:14]2[CH2:19][CH2:18][C@@H:17]([SH:20])/[C:16](=[CH:21]/[C:22]3[CH:26]=[CH:25][N:24]([CH2:27][CH2:28][C:29]([O:31]CC)=[O:30])[N:23]=3)/[CH2:15]2)[C:7]2[CH:12]=[CH:11][CH:10]=[CH:9][C:8]=2[F:13])[CH2:4][CH2:3]1. The catalyst is C(#N)C. The product is [ClH:1].[C:29]([CH2:28][CH2:27][N:24]1[CH:25]=[CH:26][C:22](/[CH:21]=[C:16]2\[CH2:15][N:14]([CH:6]([C:7]3[CH:12]=[CH:11][CH:10]=[CH:9][C:8]=3[F:13])[C:5]([CH:2]3[CH2:4][CH2:3]3)=[O:34])[CH2:19][CH2:18][C@H:17]\2[SH:20])=[N:23]1)([OH:31])=[O:30]. The yield is 0.920. (3) The reactants are Br[C:2]1[CH:3]=[C:4]([CH:16]=[CH:17][C:18]=1[O:19][CH3:20])[CH2:5][C:6]1[CH:11]=[CH:10][C:9]([NH:12][C:13]([NH2:15])=[O:14])=[CH:8][CH:7]=1.C(COC)OC.[Cl:27][C:28]1[CH:29]=[C:30](B(O)O)[CH:31]=[CH:32][CH:33]=1.P([O-])([O-])([O-])=O.[K+].[K+].[K+]. The catalyst is [Pd].C1(P(C2C=CC=CC=2)C2C=CC=CC=2)C=CC=CC=1.C1(P(C2C=CC=CC=2)C2C=CC=CC=2)C=CC=CC=1.C1(P(C2C=CC=CC=2)C2C=CC=CC=2)C=CC=CC=1.C1(P(C2C=CC=CC=2)C2C=CC=CC=2)C=CC=CC=1.O.C(O)C. The product is [Cl:27][C:28]1[CH:33]=[C:32]([C:2]2[C:18]([O:19][CH3:20])=[CH:17][CH:16]=[C:4]([CH2:5][C:6]3[CH:11]=[CH:10][C:9]([NH:12][C:13]([NH2:15])=[O:14])=[CH:8][CH:7]=3)[CH:3]=2)[CH:31]=[CH:30][CH:29]=1. The yield is 0.510. (4) The reactants are [NH:1]1[CH2:6][CH2:5][CH:4]([CH2:7][NH:8][C:9](=[O:24])[C:10]2[CH:15]=[C:14]([C:16]([F:19])([F:18])[F:17])[CH:13]=[C:12]([C:20]([F:23])([F:22])[F:21])[CH:11]=2)[CH2:3][CH2:2]1.CCN(C(C)C)C(C)C.[Cl:34][CH2:35][C:36](Cl)=[O:37]. The catalyst is C(Cl)Cl. The product is [Cl:34][CH2:35][C:36]([N:1]1[CH2:6][CH2:5][CH:4]([CH2:7][NH:8][C:9](=[O:24])[C:10]2[CH:11]=[C:12]([C:20]([F:21])([F:22])[F:23])[CH:13]=[C:14]([C:16]([F:18])([F:19])[F:17])[CH:15]=2)[CH2:3][CH2:2]1)=[O:37]. The yield is 0.820. (5) The reactants are [NH2:1][C:2]1[N:6]([C:7]2[CH:12]=[CH:11][C:10]([O:13]C)=[CH:9][C:8]=2[F:15])[N:5]=[C:4]([CH3:16])[C:3]=1[C:17]#[N:18].B(Br)(Br)Br.O. The catalyst is C(Cl)Cl. The product is [NH2:1][C:2]1[N:6]([C:7]2[CH:12]=[CH:11][C:10]([OH:13])=[CH:9][C:8]=2[F:15])[N:5]=[C:4]([CH3:16])[C:3]=1[C:17]#[N:18]. The yield is 0.760. (6) The reactants are [NH:1]1[CH:5]=[CH:4][N:3]=[C:2]1[CH:6]1[CH2:11][CH2:10][N:9](C(OC(C)(C)C)=O)[CH2:8][CH2:7]1.[ClH:19]. The catalyst is CO. The product is [ClH:19].[ClH:19].[NH:1]1[CH:5]=[CH:4][N:3]=[C:2]1[CH:6]1[CH2:11][CH2:10][NH:9][CH2:8][CH2:7]1. The yield is 1.00. (7) The reactants are [Cl:1][C:2]1[N:7]=[C:6]([NH:8][CH2:9][C:10]2[CH:11]=[C:12]3[C:17](=[CH:18][CH:19]=2)[N:16]=[CH:15][CH:14]=[CH:13]3)[C:5]([NH2:20])=[CH:4][CH:3]=1.[N:21]([O-])=O.[Na+].S(=O)(=O)(O)O.C(=O)(O)[O-].[Na+]. The catalyst is C(O)(=O)C.O. The product is [Cl:1][C:2]1[N:7]=[C:6]2[N:8]([CH2:9][C:10]3[CH:11]=[C:12]4[C:17](=[CH:18][CH:19]=3)[N:16]=[CH:15][CH:14]=[CH:13]4)[N:21]=[N:20][C:5]2=[CH:4][CH:3]=1. The yield is 0.960. (8) The reactants are [NH2:1][C:2]1[C:7]([CH2:8][OH:9])=[CH:6][CH:5]=[CH:4][N:3]=1.[Br:10]Br. The product is [BrH:10].[NH2:1][C:2]1[C:7]([CH2:8][OH:9])=[CH:6][C:5]([Br:10])=[CH:4][N:3]=1. The yield is 0.810. The catalyst is CC(O)=O. (9) The catalyst is [Ni].CCO. The product is [NH2:16][C:13]1[C:7]([C:8]([O:10][CH2:11][CH3:12])=[O:9])=[C:6]2[C:5]([CH:4]=[CH:3][NH:19]2)=[CH:15][CH:14]=1. The yield is 0.160. The reactants are CN(C)/[CH:3]=[CH:4]/[C:5]1[C:6]([N+:19]([O-])=O)=[C:7]([C:13]([N+:16]([O-])=O)=[CH:14][CH:15]=1)[C:8]([O:10][CH2:11][CH3:12])=[O:9].